This data is from Merck oncology drug combination screen with 23,052 pairs across 39 cell lines. The task is: Regression. Given two drug SMILES strings and cell line genomic features, predict the synergy score measuring deviation from expected non-interaction effect. (1) Drug 1: CC1(c2nc3c(C(N)=O)cccc3[nH]2)CCCN1. Drug 2: NC1CCCCC1N.O=C(O)C(=O)O.[Pt+2]. Cell line: OV90. Synergy scores: synergy=-27.7. (2) Drug 1: COc1cc(C2c3cc4c(cc3C(OC3OC5COC(C)OC5C(O)C3O)C3COC(=O)C23)OCO4)cc(OC)c1O. Drug 2: COC1=C2CC(C)CC(OC)C(O)C(C)C=C(C)C(OC(N)=O)C(OC)C=CC=C(C)C(=O)NC(=CC1=O)C2=O. Cell line: A2780. Synergy scores: synergy=14.8. (3) Drug 1: O=C(O)C1(Cc2cccc(Nc3nccs3)n2)CCC(Oc2cccc(Cl)c2F)CC1. Drug 2: NC1(c2ccc(-c3nc4ccn5c(=O)[nH]nc5c4cc3-c3ccccc3)cc2)CCC1. Cell line: HT29. Synergy scores: synergy=13.9. (4) Drug 1: N.N.O=C(O)C1(C(=O)O)CCC1.[Pt]. Drug 2: C#Cc1cccc(Nc2ncnc3cc(OCCOC)c(OCCOC)cc23)c1. Cell line: SW620. Synergy scores: synergy=-5.22. (5) Drug 1: COC12C(COC(N)=O)C3=C(C(=O)C(C)=C(N)C3=O)N1CC1NC12. Drug 2: CC1(c2nc3c(C(N)=O)cccc3[nH]2)CCCN1. Cell line: LNCAP. Synergy scores: synergy=-9.03. (6) Drug 1: NC1(c2ccc(-c3nc4ccn5c(=O)[nH]nc5c4cc3-c3ccccc3)cc2)CCC1. Drug 2: CCC1(O)C(=O)OCc2c1cc1n(c2=O)Cc2cc3c(CN(C)C)c(O)ccc3nc2-1. Cell line: COLO320DM. Synergy scores: synergy=22.9.